This data is from Full USPTO retrosynthesis dataset with 1.9M reactions from patents (1976-2016). The task is: Predict the reactants needed to synthesize the given product. The reactants are: Br[C:2]1[CH:3]=[C:4]2[C:9](=[CH:10][CH:11]=1)[N:8]=[CH:7][C:6]([C:12](=[O:14])[CH3:13])=[C:5]2[NH:15][CH:16]1[CH2:21][CH2:20][CH:19]([N:22]([CH2:25][CH3:26])[CH2:23][CH3:24])[CH2:18][CH2:17]1.[Cl:27][C:28]1[CH:29]=[C:30](B(O)O)[CH:31]=[CH:32][C:33]=1[OH:34]. Given the product [Cl:27][C:28]1[CH:29]=[C:30]([C:2]2[CH:3]=[C:4]3[C:9](=[CH:10][CH:11]=2)[N:8]=[CH:7][C:6]([C:12](=[O:14])[CH3:13])=[C:5]3[NH:15][CH:16]2[CH2:21][CH2:20][CH:19]([N:22]([CH2:25][CH3:26])[CH2:23][CH3:24])[CH2:18][CH2:17]2)[CH:31]=[CH:32][C:33]=1[OH:34], predict the reactants needed to synthesize it.